This data is from Catalyst prediction with 721,799 reactions and 888 catalyst types from USPTO. The task is: Predict which catalyst facilitates the given reaction. (1) Reactant: [CH3:1][O:2][C:3](=[O:36])[C@@H:4]([NH:25][C:26](=[O:35])[C:27]1[CH:32]=[C:31]([Br:33])[CH:30]=[CH:29][C:28]=1[NH2:34])[CH2:5][C:6]1[CH:11]=[CH:10][C:9]([C:12]2[CH:17]=[CH:16][CH:15]=[CH:14][C:13]=2[O:18][C:19]2[CH:24]=[CH:23][CH:22]=[CH:21][CH:20]=2)=[CH:8][CH:7]=1.[CH3:37][CH:38]([CH2:43][C:44]([CH3:47])([CH3:46])C)[CH2:39][C:40](Cl)=[O:41].N1C=CC=C[CH:49]=1. Product: [Br:33][C:31]1[CH:30]=[CH:29][C:28]([NH:34][C:40](=[O:41])[CH2:39][C:38]([CH3:37])([CH3:49])[CH2:43][CH:44]([CH3:46])[CH3:47])=[C:27]([CH:32]=1)[C:26]([NH:25][C@@H:4]([CH2:5][C:6]1[CH:7]=[CH:8][C:9]([C:12]2[CH:17]=[CH:16][CH:15]=[CH:14][C:13]=2[O:18][C:19]2[CH:20]=[CH:21][CH:22]=[CH:23][CH:24]=2)=[CH:10][CH:11]=1)[C:3]([OH:36])=[O:2])=[O:35].[CH3:1][O:2][C:3](=[O:36])[C@@H:4]([NH:25][C:26](=[O:35])[C:27]1[CH:32]=[C:31]([Br:33])[CH:30]=[CH:29][C:28]=1[NH:34][C:40](=[O:41])[CH2:39][C:38]([CH3:37])([CH3:49])[CH2:43][CH:44]([CH3:46])[CH3:47])[CH2:5][C:6]1[CH:7]=[CH:8][C:9]([C:12]2[CH:17]=[CH:16][CH:15]=[CH:14][C:13]=2[O:18][C:19]2[CH:24]=[CH:23][CH:22]=[CH:21][CH:20]=2)=[CH:10][CH:11]=1. The catalyst class is: 2. (2) Reactant: CC(OI1(OC(C)=O)(OC(C)=O)OC(=O)C2C=CC=CC1=2)=O.[C:23]([Si:27]([CH3:41])([CH3:40])[O:28][CH2:29][CH2:30][C:31]1[CH:36]=[CH:35][C:34]([CH2:37][CH2:38][OH:39])=[CH:33][CH:32]=1)([CH3:26])([CH3:25])[CH3:24].S([O-])([O-])(=O)=S.[Na+].[Na+].C(=O)(O)[O-].[Na+]. Product: [Si:27]([O:28][CH2:29][CH2:30][C:31]1[CH:32]=[CH:33][C:34]([CH2:37][CH:38]=[O:39])=[CH:35][CH:36]=1)([C:23]([CH3:25])([CH3:24])[CH3:26])([CH3:41])[CH3:40]. The catalyst class is: 96.